Dataset: Reaction yield outcomes from USPTO patents with 853,638 reactions. Task: Predict the reaction yield, written as a fraction of the theoretical maximum amount of product (1.0 means a 100% yield; for example, 0.34 means a 34% yield). (1) The reactants are [F:1][C:2]1[CH:7]=[CH:6][C:5]([C:8]([N:10]2[CH2:15][CH2:14][N:13]3[N:16]=[C:17]([CH2:20][O:21][C:22]4[CH:27]=[CH:26][CH:25]=[CH:24][CH:23]=4)[C:18](I)=[C:12]3[CH2:11]2)=[O:9])=[CH:4][CH:3]=1.[CH3:28]B(O)O. The catalyst is O1CCOCC1.C([O-])([O-])=O.[Na+].[Na+].C1C=CC([P]([Pd]([P](C2C=CC=CC=2)(C2C=CC=CC=2)C2C=CC=CC=2)([P](C2C=CC=CC=2)(C2C=CC=CC=2)C2C=CC=CC=2)[P](C2C=CC=CC=2)(C2C=CC=CC=2)C2C=CC=CC=2)(C2C=CC=CC=2)C2C=CC=CC=2)=CC=1. The product is [F:1][C:2]1[CH:7]=[CH:6][C:5]([C:8]([N:10]2[CH2:15][CH2:14][N:13]3[N:16]=[C:17]([CH2:20][O:21][C:22]4[CH:27]=[CH:26][CH:25]=[CH:24][CH:23]=4)[C:18]([CH3:28])=[C:12]3[CH2:11]2)=[O:9])=[CH:4][CH:3]=1. The yield is 0.390. (2) The reactants are [CH3:1][C:2]1[CH:3]=[C:4]([C:14]2[NH:23][C:22](=[O:24])[C:21]3[C:16](=[CH:17][C:18]([O:27][CH3:28])=[CH:19][C:20]=3[O:25][CH3:26])[N:15]=2)[CH:5]=[C:6]([CH3:13])[C:7]=1[O:8]CCNC.C[CH2:30][N:31]([CH2:34][CH3:35])[CH2:32][CH3:33].C(Cl)(=[O:38])C. The catalyst is C(Cl)Cl. The product is [CH3:26][O:25][C:20]1[CH:19]=[C:18]([O:27][CH3:28])[CH:17]=[C:16]2[C:21]=1[C:22](=[O:24])[NH:23][C:14]([C:4]1[CH:5]=[C:6]([CH3:13])[C:7]([O:8][CH2:33][CH2:32][N:31]([CH3:30])[C:34](=[O:38])[CH3:35])=[C:2]([CH3:1])[CH:3]=1)=[N:15]2. The yield is 0.640. (3) The reactants are [N+:1]([C:4]1[CH:10]=[C:9](B2OC(C)(C)C(C)(C)O2)[CH:8]=[CH:7][C:5]=1[NH2:6])([O-:3])=[O:2].N#N.Br[C:23]1[N:24]=[CH:25][N:26]([CH3:28])[CH:27]=1.C(=O)([O-])[O-].[Na+].[Na+]. The catalyst is COCCOC.C1C=CC(P(C2C=CC=CC=2)[C-]2C=CC=C2)=CC=1.C1C=CC(P(C2C=CC=CC=2)[C-]2C=CC=C2)=CC=1.Cl[Pd]Cl.[Fe+2]. The product is [CH3:28][N:26]1[CH:27]=[C:23]([C:9]2[CH:8]=[CH:7][C:5]([NH2:6])=[C:4]([N+:1]([O-:3])=[O:2])[CH:10]=2)[N:24]=[CH:25]1. The yield is 0.600. (4) The reactants are [CH:1]([C:4]1[CH:5]=[C:6]([CH:18]=[CH:19][CH:20]=1)[O:7][CH2:8][C:9]([NH:11][CH2:12][CH2:13][CH2:14][C:15]([OH:17])=[O:16])=[O:10])([CH3:3])[CH3:2].[N+:21]([C:24]1[CH:25]=[C:26]([S:30]([CH2:33][CH2:34]O)(=[O:32])=[O:31])[CH:27]=[CH:28][CH:29]=1)([O-:23])=[O:22].CC1C=CC(S(O)(=O)=O)=CC=1.O. The catalyst is C1C=CC=CC=1. The product is [N+:21]([C:24]1[CH:25]=[C:26]([S:30]([CH2:33][CH2:34][O:16][C:15](=[O:17])[CH2:14][CH2:13][CH2:12][NH:11][C:9](=[O:10])[CH2:8][O:7][C:6]2[CH:18]=[CH:19][CH:20]=[C:4]([CH:1]([CH3:3])[CH3:2])[CH:5]=2)(=[O:32])=[O:31])[CH:27]=[CH:28][CH:29]=1)([O-:23])=[O:22]. The yield is 0.970. (5) The yield is 0.553. The reactants are F[P-](F)(F)(F)(F)F.N1(O[P+](N(C)C)(N(C)C)N(C)C)C2C=CC=C[C:11]=2N=N1.[C:28]([O:32][C:33]([N:35]([C:81]([O:83][C:84]([CH3:87])([CH3:86])[CH3:85])=[O:82])[C:36]1[C:45]2[C:40](=[CH:41][C:42]([NH:46][CH:47]([C:51]3[CH:56]=[CH:55][C:54]([C@@H:57]([CH3:79])[CH2:58][O:59][C:60](=[O:78])[NH:61][C:62]4[CH:67]=[C:66]([CH2:68][NH:69][CH3:70])[C:65]([O:71][C@@H:72]5[CH2:76][CH2:75][O:74][CH2:73]5)=[C:64]([F:77])[CH:63]=4)=[C:53](C)[CH:52]=3)[C:48]([OH:50])=O)=[CH:43][CH:44]=2)[CH:39]=[CH:38][N:37]=1)=[O:34])([CH3:31])([CH3:30])[CH3:29]. The catalyst is CN(C1C=CN=CC=1)C.C(Cl)Cl.CN(C=O)C. The product is [C:28]([O:32][C:33]([N:35]([C:36]1[C:45]2[C:44](=[CH:43][C:42]([NH:46][CH:47]3[C:48](=[O:50])[N:69]([CH3:70])[CH2:68][C:66]4[CH:67]=[C:62]([CH:63]=[C:64]([F:77])[C:65]=4[O:71][C@@H:72]4[CH2:76][CH2:75][O:74][CH2:73]4)[NH:61][C:60](=[O:78])[O:59][CH2:58][C@H:57]([CH3:79])[C:54]4[C:53]([CH3:11])=[CH:52][C:51]3=[CH:56][CH:55]=4)=[CH:41][CH:40]=2)[CH:39]=[CH:38][N:37]=1)[C:81](=[O:82])[O:83][C:84]([CH3:85])([CH3:87])[CH3:86])=[O:34])([CH3:31])([CH3:29])[CH3:30].